This data is from Catalyst prediction with 721,799 reactions and 888 catalyst types from USPTO. The task is: Predict which catalyst facilitates the given reaction. (1) Reactant: [CH2:1]([O:8][C:9]([N:11]1[CH:17]([C:18](=O)[NH:19][C:20]2[CH:25]=[C:24]([Br:26])[CH:23]=[CH:22][C:21]=2[NH2:27])[CH2:16][C:13]2([CH2:15][CH2:14]2)[CH2:12]1)=[O:10])[C:2]1[CH:7]=[CH:6][CH:5]=[CH:4][CH:3]=1.C(OC(N1C(C(=O)NC2C=CC(Br)=CC=2N)CC2(CC2)C1)=O)C1C=CC=CC=1. The catalyst class is: 52. Product: [CH2:1]([O:8][C:9]([N:11]1[CH:17]([C:18]2[NH:19][C:20]3[CH:25]=[C:24]([Br:26])[CH:23]=[CH:22][C:21]=3[N:27]=2)[CH2:16][C:13]2([CH2:15][CH2:14]2)[CH2:12]1)=[O:10])[C:2]1[CH:7]=[CH:6][CH:5]=[CH:4][CH:3]=1. (2) Reactant: [CH3:1][O:2][C:3]1[C:8]([O:9][CH3:10])=[CH:7][N:6]=[C:5]([N:11]2[C:20](=[O:21])[C:19]3[C:14](=[CH:15][C:16]([C:24]([OH:26])=O)=[C:17]([O:22][CH3:23])[CH:18]=3)[NH:13][C:12]2=[S:27])[N:4]=1.[Cl:28][C:29]1[CH:30]=[C:31]([CH:33]=[CH:34][CH:35]=1)[NH2:32].CCN(C(C)C)C(C)C.CN(C(ON1N=NC2C=CC=NC1=2)=[N+](C)C)C.F[P-](F)(F)(F)(F)F. Product: [Cl:28][C:29]1[CH:30]=[C:31]([NH:32][C:24]([C:16]2[CH:15]=[C:14]3[C:19]([C:20](=[O:21])[N:11]([C:5]4[N:4]=[C:3]([O:2][CH3:1])[C:8]([O:9][CH3:10])=[CH:7][N:6]=4)[C:12](=[S:27])[NH:13]3)=[CH:18][C:17]=2[O:22][CH3:23])=[O:26])[CH:33]=[CH:34][CH:35]=1. The catalyst class is: 39.